Task: Predict the product of the given reaction.. Dataset: Forward reaction prediction with 1.9M reactions from USPTO patents (1976-2016) (1) The product is: [F:1][C:2]1[CH:9]=[CH:8][C:5]([CH2:6][O:7][C:13]2[N:14]=[N:15][CH:16]=[C:17]3[C:21]([CH3:22])=[C:20]([CH3:23])[N:19]([CH2:24][C@H:25]4[CH2:27][C@@H:26]4[CH3:28])[C:18]=23)=[CH:4][CH:3]=1. Given the reactants [F:1][C:2]1[CH:9]=[CH:8][C:5]([CH2:6][OH:7])=[CH:4][CH:3]=1.[H-].[Na+].Cl[C:13]1[N:14]=[N:15][CH:16]=[C:17]2[C:21]([CH3:22])=[C:20]([CH3:23])[N:19]([CH2:24][C@H:25]3[CH2:27][C@@H:26]3[CH3:28])[C:18]=12.O, predict the reaction product. (2) Given the reactants [Br:1][C:2]1[CH:10]=[C:9]2[C:5]([C:6]([CH3:32])=[CH:7][N:8]2[S:11]([C:14]2[C:23]3[C:18](=[CH:19][CH:20]=[CH:21][CH:22]=3)[C:17]([O:24][CH3:25])=[C:16]([N:26]3[CH2:31][CH2:30][NH:29][CH2:28][CH2:27]3)[CH:15]=2)(=[O:13])=[O:12])=[CH:4][CH:3]=1.[C:33]([BH3-])#N.[Na+].C=O, predict the reaction product. The product is: [Br:1][C:2]1[CH:10]=[C:9]2[C:5]([C:6]([CH3:32])=[CH:7][N:8]2[S:11]([C:14]2[C:23]3[C:18](=[CH:19][CH:20]=[CH:21][CH:22]=3)[C:17]([O:24][CH3:25])=[C:16]([N:26]3[CH2:27][CH2:28][N:29]([CH3:33])[CH2:30][CH2:31]3)[CH:15]=2)(=[O:13])=[O:12])=[CH:4][CH:3]=1. (3) The product is: [CH2:9]([N:43]([CH3:37])[C:44]([C@@H:46]1[CH2:50][C@@H:49]([OH:51])[CH2:48][N:47]1[C:52]([O:54][C:55]([CH3:57])([CH3:56])[CH3:58])=[O:53])=[O:45])[CH2:8][CH2:10][CH2:11][CH2:5][CH:6]=[CH2:7]. Given the reactants S([C:5]1[CH:11]=[CH:10][C:8]([CH3:9])=[CH:7][CH:6]=1)(O)(=O)=O.CNCCCCC=CC.C(N1C[C@@H](O)C[C@H]1C(O)=O)(OC(C)(C)C)=O.[CH2:37]([N:43](C)[C:44]([C@@H:46]1[CH2:50][C@@H:49]([OH:51])[CH2:48][N:47]1[C:52]([O:54][C:55]([CH3:58])([CH3:57])[CH3:56])=[O:53])=[O:45])CCCC=C, predict the reaction product. (4) Given the reactants [Cl:1][C:2]1[CH:3]=[C:4]([C:8]2[CH:9]=[C:10]3[C:14](=[CH:15][CH:16]=2)[N:13]=[CH:12][C:11]23[CH2:21][CH2:20][CH2:19][CH2:18][CH:17]2NO)[CH:5]=[CH:6][CH:7]=1.O.[NH2:25]N, predict the reaction product. The product is: [Cl:1][C:2]1[CH:3]=[C:4]([C:8]2[CH:9]=[C:10]3[C:14](=[CH:15][CH:16]=2)[N:13]=[C:12]([NH2:25])[C:11]23[CH2:21][CH2:20][CH2:19][CH2:18][CH2:17]2)[CH:5]=[CH:6][CH:7]=1. (5) Given the reactants Cl[C:2]1[C:11]2[C:6](=[CH:7][C:8]([O:14][CH3:15])=[C:9]([O:12][CH3:13])[CH:10]=2)[N:5]=[CH:4][CH:3]=1.[OH:16][C:17]1[CH:30]=[CH:29][C:28]([CH3:31])=[CH:27][C:18]=1[C:19]([C:21]1[CH:26]=[CH:25][CH:24]=[CH:23][CH:22]=1)=[O:20], predict the reaction product. The product is: [CH3:13][O:12][C:9]1[CH:10]=[C:11]2[C:6](=[CH:7][C:8]=1[O:14][CH3:15])[N:5]=[CH:4][CH:3]=[C:2]2[O:16][C:17]1[CH:30]=[CH:29][C:28]([CH3:31])=[CH:27][C:18]=1[C:19]([C:21]1[CH:22]=[CH:23][CH:24]=[CH:25][CH:26]=1)=[O:20]. (6) Given the reactants [F:1][C:2]1[CH:20]=[CH:19][C:5]([CH2:6][N:7]2[C:15]3[C:10](=[CH:11][C:12]([N+:16]([O-])=O)=[CH:13][CH:14]=3)[CH:9]=[CH:8]2)=[CH:4][CH:3]=1.C([O-])=O.[NH4+].[S:25](Cl)([CH3:28])(=[O:27])=[O:26].C(N(CC)CC)C.Cl, predict the reaction product. The product is: [F:1][C:2]1[CH:20]=[CH:19][C:5]([CH2:6][N:7]2[C:15]3[C:10](=[CH:11][C:12]([NH:16][S:25]([CH3:28])(=[O:27])=[O:26])=[CH:13][CH:14]=3)[CH:9]=[CH:8]2)=[CH:4][CH:3]=1. (7) Given the reactants [C:1]([O:5][C:6]([NH:8][C:9]1[CH:17]=[CH:16][C:12]([C:13]([OH:15])=O)=[CH:11][CH:10]=1)=[O:7])([CH3:4])([CH3:3])[CH3:2].C1C=CC2N(O)N=NC=2C=1.CCN=C=NCCCN(C)C.CCN(C(C)C)C(C)C.[CH3:48][C:49]12[CH2:56][CH:53]([NH:54][CH2:55]1)[CH2:52][C:51]([CH3:58])([CH3:57])[CH2:50]2, predict the reaction product. The product is: [C:1]([O:5][C:6](=[O:7])[NH:8][C:9]1[CH:10]=[CH:11][C:12]([C:13]([N:54]2[CH2:55][C:49]3([CH3:48])[CH2:56][CH:53]2[CH2:52][C:51]([CH3:58])([CH3:57])[CH2:50]3)=[O:15])=[CH:16][CH:17]=1)([CH3:2])([CH3:3])[CH3:4]. (8) Given the reactants C([O:4][CH2:5][C:6]1[C:11]([CH3:12])=[C:10]([O:13][CH3:14])[CH:9]=[CH:8][N:7]=1)(=O)C.[OH-].[Na+], predict the reaction product. The product is: [OH:4][CH2:5][C:6]1[C:11]([CH3:12])=[C:10]([O:13][CH3:14])[CH:9]=[CH:8][N:7]=1. (9) Given the reactants [CH3:1][C:2]1[CH:7]=[C:6]([C:8]2[CH:13]=[CH:12][N:11]=[C:10](SC)[N:9]=2)[CH:5]=[CH:4][N:3]=1.O[O:17][S:18]([O-:20])=O.[K+].[C:22]([O-])(O)=O.[Na+], predict the reaction product. The product is: [CH3:22][S:18]([C:10]1[N:9]=[C:8]([C:6]2[CH:5]=[CH:4][N:3]=[C:2]([CH3:1])[CH:7]=2)[CH:13]=[CH:12][N:11]=1)(=[O:20])=[O:17].